Task: Predict the product of the given reaction.. Dataset: Forward reaction prediction with 1.9M reactions from USPTO patents (1976-2016) (1) Given the reactants [F:1][C:2]1[CH:7]=[CH:6][C:5]([CH:8]=[CH:9][CH2:10][OH:11])=[CH:4][C:3]=1[O:12][CH3:13].[OH-].[K+].Cl.Cl[CH2:18][CH2:19][CH2:20][N:21]1[CH2:25][CH2:24][CH2:23][CH2:22]1.C([O-])(=O)C([O-])=O, predict the reaction product. The product is: [F:1][C:2]1[CH:7]=[CH:6][C:5](/[CH:8]=[CH:9]/[CH2:10][O:11][CH2:18][CH2:19][CH2:20][N:21]2[CH2:25][CH2:24][CH2:23][CH2:22]2)=[CH:4][C:3]=1[O:12][CH3:13]. (2) Given the reactants [CH2:1]([O:5][C:6]1[CH:11]=[CH:10][C:9]([C:12]2[N:17]=[C:16]([CH:18]=O)[CH:15]=[CH:14][CH:13]=2)=[CH:8][C:7]=1[Cl:20])[CH2:2][CH2:3][CH3:4].[NH2:21][C@@H:22]([CH2:26][OH:27])[CH:23]([CH3:25])[CH3:24].C(O)(=O)C.C([BH3-])#N, predict the reaction product. The product is: [CH2:1]([O:5][C:6]1[CH:11]=[CH:10][C:9]([C:12]2[N:17]=[C:16]([CH2:18][NH:21][C@H:22]([CH:23]([CH3:25])[CH3:24])[CH2:26][OH:27])[CH:15]=[CH:14][CH:13]=2)=[CH:8][C:7]=1[Cl:20])[CH2:2][CH2:3][CH3:4]. (3) Given the reactants [C:1]([O:5][C:6](=[O:16])[NH:7][C:8]1[CH:13]=[CH:12][C:11]([CH2:14][OH:15])=[CH:10][N:9]=1)([CH3:4])([CH3:3])[CH3:2].C(N(CC)CC)C.CS(C)=O, predict the reaction product. The product is: [C:1]([O:5][C:6](=[O:16])[NH:7][C:8]1[CH:13]=[CH:12][C:11]([CH:14]=[O:15])=[CH:10][N:9]=1)([CH3:4])([CH3:2])[CH3:3]. (4) Given the reactants [C:1]([Si:5]([CH3:42])([CH3:41])[O:6][C@H:7](/[C:32](/[CH3:40])=[CH:33]/[C:34]1[N:35]=[C:36]([CH3:39])[S:37][CH:38]=1)[CH2:8][C@@H:9]1[O:11][C@:10]1([CH2:26][O:27][S:28]([CH3:31])(=[O:30])=[O:29])[CH2:12][CH2:13][CH2:14][C@H:15]([CH3:25])[CH2:16][O:17][Si](C(C)(C)C)(C)C)([CH3:4])([CH3:3])[CH3:2].C12(CS(O)(=O)=O)C(C)(C)C(CC1)CC2=O.C([O-])(O)=O.[Na+].CC(OC)(C)C, predict the reaction product. The product is: [C:1]([Si:5]([CH3:42])([CH3:41])[O:6][C@H:7](/[C:32](/[CH3:40])=[CH:33]/[C:34]1[N:35]=[C:36]([CH3:39])[S:37][CH:38]=1)[CH2:8][C@@H:9]1[O:11][C@:10]1([CH2:26][O:27][S:28]([CH3:31])(=[O:29])=[O:30])[CH2:12][CH2:13][CH2:14][C@H:15]([CH3:25])[CH2:16][OH:17])([CH3:2])([CH3:3])[CH3:4]. (5) The product is: [OH:6][C@@H:5]([CH2:4][OH:3])[CH2:7][N:8]1[CH:12]=[CH:11][C:10]([NH:13][C:14](=[O:35])[C@@H:15]([N:20]2[CH2:24][C:23]([O:25][C:26]3[CH:31]=[C:30]([F:32])[CH:29]=[CH:28][C:27]=3[F:33])=[CH:22][C:21]2=[O:34])[CH2:16][CH:17]([CH3:19])[CH3:18])=[N:9]1. Given the reactants CC1(C)[O:6][C@H:5]([CH2:7][N:8]2[CH:12]=[CH:11][C:10]([NH:13][C:14](=[O:35])[C@@H:15]([N:20]3[CH2:24][C:23]([O:25][C:26]4[CH:31]=[C:30]([F:32])[CH:29]=[CH:28][C:27]=4[F:33])=[CH:22][C:21]3=[O:34])[CH2:16][CH:17]([CH3:19])[CH3:18])=[N:9]2)[CH2:4][O:3]1.O.C1(C)C=CC(S(O)(=O)=O)=CC=1, predict the reaction product. (6) Given the reactants [F:1][C:2]1[CH:7]=[CH:6][C:5]([CH:8]([OH:32])[CH:9]([NH:24]C(=O)OC(C)(C)C)[CH2:10][C:11]2[CH:16]=[CH:15][CH:14]=[C:13]([CH2:17][C:18]([F:23])([F:22])[CH:19]([F:21])[F:20])[CH:12]=2)=[CH:4][CH:3]=1, predict the reaction product. The product is: [NH2:24][CH:9]([CH2:10][C:11]1[CH:16]=[CH:15][CH:14]=[C:13]([CH2:17][C:18]([F:23])([F:22])[CH:19]([F:21])[F:20])[CH:12]=1)[CH:8]([C:5]1[CH:4]=[CH:3][C:2]([F:1])=[CH:7][CH:6]=1)[OH:32]. (7) The product is: [C:1]([O:4][CH2:5][C:6]1[C:7]([N:31]2[CH2:42][CH2:41][N:40]3[C:33](=[CH:34][C:35]4[CH2:36][C:37]([CH3:44])([CH3:43])[CH2:38][C:39]=43)[C:32]2=[O:45])=[N:8][CH:9]=[CH:10][C:11]=1[C:12]1[CH:17]=[C:16]([NH:18][C:19]2[CH:24]=[CH:23][CH:22]=[C:21]([O:25][CH2:26][CH2:27][NH:28][C:46](=[O:49])[CH:47]=[CH2:48])[N:20]=2)[C:15](=[O:29])[N:14]([CH3:30])[CH:13]=1)(=[O:3])[CH3:2]. Given the reactants [C:1]([O:4][CH2:5][C:6]1[C:7]([N:31]2[CH2:42][CH2:41][N:40]3[C:33](=[CH:34][C:35]4[CH2:36][C:37]([CH3:44])([CH3:43])[CH2:38][C:39]=43)[C:32]2=[O:45])=[N:8][CH:9]=[CH:10][C:11]=1[C:12]1[CH:17]=[C:16]([NH:18][C:19]2[CH:24]=[CH:23][CH:22]=[C:21]([O:25][CH2:26][CH2:27][NH2:28])[N:20]=2)[C:15](=[O:29])[N:14]([CH3:30])[CH:13]=1)(=[O:3])[CH3:2].[C:46](Cl)(=[O:49])[CH:47]=[CH2:48], predict the reaction product. (8) Given the reactants [NH2:1][C:2]1[CH:3]=[C:4]([CH:17]=[CH:18][CH:19]=1)[O:5][C:6]1[C:15]2[NH:14][C:13](=[O:16])[CH:12]=[N:11][C:10]=2[N:9]=[CH:8][CH:7]=1.[F:20][C:21]([F:33])([F:32])[O:22][C:23]1[CH:24]=[C:25]([CH:29]=[CH:30][CH:31]=1)[C:26](Cl)=[O:27], predict the reaction product. The product is: [O:16]=[C:13]1[CH:12]=[N:11][C:10]2[N:9]=[CH:8][CH:7]=[C:6]([O:5][C:4]3[CH:3]=[C:2]([NH:1][C:26](=[O:27])[C:25]4[CH:29]=[CH:30][CH:31]=[C:23]([O:22][C:21]([F:20])([F:32])[F:33])[CH:24]=4)[CH:19]=[CH:18][CH:17]=3)[C:15]=2[NH:14]1. (9) Given the reactants [NH2:1][C@H:2]([C:6]([OH:8])=[O:7])[CH:3]([CH3:5])[CH3:4].[S:9]1[CH:13]=[CH:12][CH:11]=[C:10]1[C:14](Cl)=[O:15].Cl, predict the reaction product. The product is: [CH3:4][CH:3]([CH3:5])[C@H:2]([NH:1][C:14](=[O:15])[C:10]1[S:9][CH:13]=[CH:12][CH:11]=1)[C:6]([OH:8])=[O:7]. (10) Given the reactants [F:1][C:2]1[C:3]([NH:19][S:20]([CH2:23][CH2:24][CH3:25])(=[O:22])=[O:21])=[N:4][CH:5]=[C:6]([F:18])[C:7]=1[NH:8]CC1C=CC(OC)=CC=1, predict the reaction product. The product is: [NH2:8][C:7]1[C:6]([F:18])=[CH:5][N:4]=[C:3]([NH:19][S:20]([CH2:23][CH2:24][CH3:25])(=[O:21])=[O:22])[C:2]=1[F:1].